From a dataset of Full USPTO retrosynthesis dataset with 1.9M reactions from patents (1976-2016). Predict the reactants needed to synthesize the given product. (1) Given the product [CH2:20]([S:27][C:2]1[CH:3]=[CH:4][C:5]([F:10])=[C:6]([CH:9]=1)[C:7]#[N:8])[C:21]1[CH:26]=[CH:25][CH:24]=[CH:23][CH:22]=1, predict the reactants needed to synthesize it. The reactants are: Br[C:2]1[CH:3]=[CH:4][C:5]([F:10])=[C:6]([CH:9]=1)[C:7]#[N:8].C(N(CC)C(C)C)(C)C.[CH2:20]([SH:27])[C:21]1[CH:26]=[CH:25][CH:24]=[CH:23][CH:22]=1. (2) The reactants are: C1COC23OCCOC2([C@]2(CC[C@H]4[C@@H](C[C@H](C)C5[C@]4(C)CCCC5)[C@@H]2C3)C)O1.[C:29]([C@@H:31]1[CH:48]2[C@:43]([CH3:50])([CH2:44][CH2:45][C:46](=[O:49])[CH2:47]2)[C@@H:42]2[C@H:33]([C@H:34]3[C@@:38]([CH2:40][CH2:41]2)([CH3:39])[C:37](=[O:51])[CH2:36][CH2:35]3)[CH2:32]1)#N. Given the product [CH3:29][C@@H:31]1[CH:48]2[C@:43]([CH3:50])([CH2:44][CH2:45][C:46](=[O:49])[CH2:47]2)[C@@H:42]2[C@H:33]([C@H:34]3[C@@:38]([CH2:40][CH2:41]2)([CH3:39])[C:37](=[O:51])[CH2:36][CH2:35]3)[CH2:32]1, predict the reactants needed to synthesize it.